The task is: Predict the reaction yield, written as a fraction of the theoretical maximum amount of product (1.0 means a 100% yield; for example, 0.34 means a 34% yield).. This data is from Reaction yield outcomes from USPTO patents with 853,638 reactions. (1) The reactants are [N:1]1[CH:6]=[CH:5][N:4]=[CH:3][C:2]=1[C:7]1[N:12]=[CH:11][N:10]=[C:9]([NH2:13])[CH:8]=1.[OH-].[Na+].[C:16](=S)=[S:17].N[C@H](C(O)=O)C[CH2:22][S:23][CH3:24]. The product is [N:1]1[CH:6]=[CH:5][N:4]=[CH:3][C:2]=1[C:7]1[N:12]=[CH:11][N:10]=[C:9]([N:13]=[C:22]([S:17][CH3:16])[S:23][CH3:24])[CH:8]=1. The catalyst is CN(C=O)C.O. The yield is 0.440. (2) The reactants are [CH3:1][N:2]([CH3:28])[CH2:3][C:4]([CH3:27])([O:6][C:7]1[N:12]=[N:11][C:10]([N:13]=C(C2C=CC=CC=2)C2C=CC=CC=2)=[CH:9][CH:8]=1)[CH3:5].Cl.NO.C([O-])(=O)C.[Na+]. The catalyst is CO. The product is [CH3:1][N:2]([CH3:28])[CH2:3][C:4]([CH3:5])([CH3:27])[O:6][C:7]1[N:12]=[N:11][C:10]([NH2:13])=[CH:9][CH:8]=1. The yield is 0.980. (3) The reactants are [C:1](=[O:15])([O:5][C:6]1[CH:11]=[CH:10][C:9]([N+:12]([O-:14])=[O:13])=[CH:8][CH:7]=1)[O:2][CH2:3]Cl.[I-:16].[Na+]. The catalyst is CC(C)=O. The product is [C:1](=[O:15])([O:5][C:6]1[CH:11]=[CH:10][C:9]([N+:12]([O-:14])=[O:13])=[CH:8][CH:7]=1)[O:2][CH2:3][I:16]. The yield is 0.890.